From a dataset of Full USPTO retrosynthesis dataset with 1.9M reactions from patents (1976-2016). Predict the reactants needed to synthesize the given product. (1) Given the product [F:1][C:2]1[C:3]([CH:8]=[O:39])=[N:4][CH:5]=[CH:6][CH:7]=1, predict the reactants needed to synthesize it. The reactants are: [F:1][C:2]1[C:3]([C:8]2NC=CN=2)=[N:4][CH:5]=[CH:6][CH:7]=1.FC1N=C(C2NC=CN=2)C=CC=1.[Li]CCCC.FC1C=NC=CC=1.C([O:39]CC)C. (2) Given the product [Cl:1][C:2]1[C:3]([C:9]2[CH:10]=[CH:11][C:12]3[N:16]=[CH:15][N:14]([CH2:17][C:18]4[CH:23]=[CH:22][CH:21]=[C:20]([F:24])[CH:19]=4)[C:13]=3[CH:25]=2)=[CH:4][C:5]([NH:31][CH2:30][CH2:29][CH2:28][N:27]([CH3:26])[C:32]2[CH:37]=[CH:36][CH:35]=[CH:34][N:33]=2)=[N:6][CH:7]=1, predict the reactants needed to synthesize it. The reactants are: [Cl:1][C:2]1[C:3]([C:9]2[CH:10]=[CH:11][C:12]3[N:16]=[CH:15][N:14]([CH2:17][C:18]4[CH:23]=[CH:22][CH:21]=[C:20]([F:24])[CH:19]=4)[C:13]=3[CH:25]=2)=[CH:4][C:5](F)=[N:6][CH:7]=1.[CH3:26][N:27]([C:32]1[CH:37]=[CH:36][CH:35]=[CH:34][N:33]=1)[CH2:28][CH2:29][CH2:30][NH2:31].C(N(CC)C(C)C)(C)C. (3) The reactants are: C[O:2][C:3](=[O:19])[CH:4]([O:15][CH2:16][CH2:17][CH3:18])[CH2:5]C1C=C2C(=CC=1)NC=C2.ClCC1N=C(C2C=CC(C(F)(F)F)=CC=2)OC=1C. Given the product [CH2:16]([O:15][CH:4]([CH3:5])[C:3]([OH:19])=[O:2])[CH2:17][CH3:18], predict the reactants needed to synthesize it.